This data is from Reaction yield outcomes from USPTO patents with 853,638 reactions. The task is: Predict the reaction yield, written as a fraction of the theoretical maximum amount of product (1.0 means a 100% yield; for example, 0.34 means a 34% yield). The reactants are [C:1]([O:5][C:6]([N:8]1[CH2:13][CH:12]=[C:11]([C:14]2[C:22]3[S:21][C:20]([NH:23][C:24](=[O:32])[C:25]4[CH:30]=[CH:29][C:28]([F:31])=[CH:27][CH:26]=4)=[N:19][C:18]=3[C:17]([O:33][CH3:34])=[CH:16][CH:15]=2)[CH2:10][CH2:9]1)=[O:7])([CH3:4])([CH3:3])[CH3:2].C1COCC1. The catalyst is CO.[Pd]. The product is [C:1]([O:5][C:6]([N:8]1[CH2:13][CH2:12][CH:11]([C:14]2[C:22]3[S:21][C:20]([NH:23][C:24](=[O:32])[C:25]4[CH:26]=[CH:27][C:28]([F:31])=[CH:29][CH:30]=4)=[N:19][C:18]=3[C:17]([O:33][CH3:34])=[CH:16][CH:15]=2)[CH2:10][CH2:9]1)=[O:7])([CH3:4])([CH3:3])[CH3:2]. The yield is 0.750.